Dataset: Full USPTO retrosynthesis dataset with 1.9M reactions from patents (1976-2016). Task: Predict the reactants needed to synthesize the given product. (1) Given the product [C:10]([CH2:9][CH2:8][CH2:7][CH2:6][O:5][C:4]1[CH:12]=[C:13]([O:16][CH2:17][C:18]2[C:19]([CH3:30])=[C:20]([C:24]3[CH:29]=[CH:28][CH:27]=[CH:26][CH:25]=3)[CH:21]=[CH:22][CH:23]=2)[CH:14]=[CH:15][C:3]=1[CH2:1][NH:31][C@H:32]([CH2:36][OH:37])[C:33]([OH:35])=[O:34])#[N:11], predict the reactants needed to synthesize it. The reactants are: [CH:1]([C:3]1[CH:15]=[CH:14][C:13]([O:16][CH2:17][C:18]2[C:19]([CH3:30])=[C:20]([C:24]3[CH:29]=[CH:28][CH:27]=[CH:26][CH:25]=3)[CH:21]=[CH:22][CH:23]=2)=[CH:12][C:4]=1[O:5][CH2:6][CH2:7][CH2:8][CH2:9][C:10]#[N:11])=O.[NH2:31][C@H:32]([CH2:36][OH:37])[C:33]([OH:35])=[O:34].C([BH3-])#N.[Na+]. (2) Given the product [C:1]([CH:3]1[CH2:6][N:5]([C:7](=[O:39])[C@H:8]([NH:10][C:11]([C:13]2[C:21]3[C:16](=[N:17][CH:18]=[C:19]([C:22]4[N:26]5[CH:27]=[CH:28][CH:29]=[CH:30][C:25]5=[N:24][CH:23]=4)[N:20]=3)[NH:15][CH:14]=2)=[O:12])[CH3:9])[CH2:4]1)#[N:2], predict the reactants needed to synthesize it. The reactants are: [C:1]([CH:3]1[CH2:6][N:5]([C:7](=[O:39])[C@H:8]([NH:10][C:11]([C:13]2[C:21]3[C:16](=[N:17][CH:18]=[C:19]([C:22]4[N:26]5[CH:27]=[CH:28][CH:29]=[CH:30][C:25]5=[N:24][CH:23]=4)[N:20]=3)[N:15](COCC[Si](C)(C)C)[CH:14]=2)=[O:12])[CH3:9])[CH2:4]1)#[N:2].C(O)(C(F)(F)F)=O. (3) Given the product [Cl:24][C:21]1[S:20][C:19]([C:17]2[O:16][N:15]=[C:14]([CH2:13][N:1]3[CH:5]=[CH:4][N:3]=[CH:2]3)[CH:18]=2)=[CH:23][CH:22]=1, predict the reactants needed to synthesize it. The reactants are: [NH:1]1[CH:5]=[CH:4][N:3]=[CH:2]1.C([O-])([O-])=O.[K+].[K+].Br[CH2:13][C:14]1[CH:18]=[C:17]([C:19]2[S:20][C:21]([Cl:24])=[CH:22][CH:23]=2)[O:16][N:15]=1. (4) The reactants are: C([O:3][C:4]([C:6]1[C:7]([CH:22]2[CH2:24][CH2:23]2)=[N:8][C:9]([C:12]2[CH:17]=[CH:16][C:15]([C:18]([F:21])([F:20])[F:19])=[CH:14][CH:13]=2)=[N:10][CH:11]=1)=[O:5])C.[OH-].[Na+].Cl. Given the product [CH:22]1([C:7]2[C:6]([C:4]([OH:5])=[O:3])=[CH:11][N:10]=[C:9]([C:12]3[CH:17]=[CH:16][C:15]([C:18]([F:20])([F:21])[F:19])=[CH:14][CH:13]=3)[N:8]=2)[CH2:24][CH2:23]1, predict the reactants needed to synthesize it. (5) Given the product [Cl:18][C:19]1[CH:20]=[CH:21][C:22]([CH2:25][CH2:26][NH:27][C:28]([NH:1][C:2]2[CH:3]=[C:4]3[C:9](=[CH:10][CH:11]=2)[N:8]([CH3:12])[C:7](=[O:13])[CH:6]=[C:5]3[C:14]([F:17])([F:15])[F:16])=[S:29])=[CH:23][CH:24]=1, predict the reactants needed to synthesize it. The reactants are: [NH2:1][C:2]1[CH:3]=[C:4]2[C:9](=[CH:10][CH:11]=1)[N:8]([CH3:12])[C:7](=[O:13])[CH:6]=[C:5]2[C:14]([F:17])([F:16])[F:15].[Cl:18][C:19]1[CH:24]=[CH:23][C:22]([CH2:25][CH2:26][N:27]=[C:28]=[S:29])=[CH:21][CH:20]=1. (6) Given the product [Cl:21][C:17]1[CH:16]=[C:15]([C:12]2[O:13][N:14]=[C:10]3[CH:9]=[CH:8][C:7]([C:28]([C:27]4[CH:34]=[CH:35][C:24]([I:23])=[CH:25][CH:26]=4)=[O:29])=[CH:22][C:11]=23)[CH:20]=[CH:19][CH:18]=1, predict the reactants needed to synthesize it. The reactants are: [Li]CCCC.Br[C:7]1[CH:8]=[CH:9][C:10]2[C:11]([CH:22]=1)=[C:12]([C:15]1[CH:20]=[CH:19][CH:18]=[C:17]([Cl:21])[CH:16]=1)[O:13][N:14]=2.[I:23][C:24]1[CH:35]=[CH:34][C:27]([C:28](N(OC)C)=[O:29])=[CH:26][CH:25]=1.O.